Dataset: Catalyst prediction with 721,799 reactions and 888 catalyst types from USPTO. Task: Predict which catalyst facilitates the given reaction. (1) Reactant: [CH2:1]([O:8][C:9]([NH:11][CH:12]([CH:17]([S:24][CH2:25][CH2:26][NH:27]C(OC(C)(C)C)=O)[C:18]1[CH:23]=[CH:22][CH:21]=[CH:20][CH:19]=1)[C:13]([O:15][CH3:16])=[O:14])=[O:10])[C:2]1[CH:7]=[CH:6][CH:5]=[CH:4][CH:3]=1.CO.C(Cl)(=O)C.CCOCC. Product: [NH2:27][CH2:26][CH2:25][S:24][CH:17]([C:18]1[CH:23]=[CH:22][CH:21]=[CH:20][CH:19]=1)[CH:12]([NH:11][C:9]([O:8][CH2:1][C:2]1[CH:7]=[CH:6][CH:5]=[CH:4][CH:3]=1)=[O:10])[C:13]([O:15][CH3:16])=[O:14]. The catalyst class is: 25. (2) Reactant: [BH4-].[Li+].C([O:5][C:6](=O)[C:7]([NH:31][C:32](=[O:34])[CH3:33])([CH:13]1[CH2:22][CH2:21][C:20]2[C:15](=[CH:16][CH:17]=[C:18]([CH2:23][CH2:24][CH2:25][CH2:26][CH2:27][CH2:28][CH2:29][CH3:30])[CH:19]=2)[CH2:14]1)[C:8](OCC)=[O:9])C. Product: [OH:9][CH2:8][C:7]([NH:31][C:32](=[O:34])[CH3:33])([CH2:6][OH:5])[CH:13]1[CH2:22][CH2:21][C:20]2[C:15](=[CH:16][CH:17]=[C:18]([CH2:23][CH2:24][CH2:25][CH2:26][CH2:27][CH2:28][CH2:29][CH3:30])[CH:19]=2)[CH2:14]1. The catalyst class is: 56. (3) The catalyst class is: 6. Reactant: [Cl:1][C:2]1[CH:10]=[C:9]2[C:5]([CH2:6][CH2:7][C:8]2([CH3:12])[CH3:11])=[CH:4][CH:3]=1.CC(C)=[O:15].S([O-])([O-])(=O)=O.[Mg+2].[Mn]([O-])(=O)(=O)=O.[K+]. Product: [Cl:1][C:2]1[CH:10]=[C:9]2[C:5](=[CH:4][CH:3]=1)[C:6](=[O:15])[CH2:7][C:8]2([CH3:12])[CH3:11]. (4) The catalyst class is: 41. Product: [NH:17]1[CH2:18][CH2:19][CH2:20][NH:16][C:13]1=[N:12][C:10]([C:3]1[C:2]([NH2:1])=[N:7][C:6]([NH2:8])=[C:5]([Cl:9])[N:4]=1)=[O:11]. Reactant: [NH2:1][C:2]1[C:3]([C:10]([NH:12][C:13](=[NH:16])SC)=[O:11])=[N:4][C:5]([Cl:9])=[C:6]([NH2:8])[N:7]=1.[NH2:17][CH2:18][CH2:19][CH2:20]N. (5) Reactant: Cl[C:2]1[C:3]2[C:10]3[CH2:11][CH2:12][C@:13]([CH3:20])([C:15]([O:17][CH2:18][CH3:19])=[O:16])[CH2:14][C:9]=3[S:8][C:4]=2[N:5]=[CH:6][N:7]=1.[CH3:21][O:22][C:23]1[CH:31]=[C:30]2[C:26]([CH:27]=[N:28][NH:29]2)=[CH:25][C:24]=1[NH2:32].C(O)C. Product: [CH3:21][O:22][C:23]1[CH:31]=[C:30]2[C:26]([CH:27]=[N:28][NH:29]2)=[CH:25][C:24]=1[NH:32][C:2]1[C:3]2[C:10]3[CH2:11][CH2:12][C@:13]([CH3:20])([C:15]([O:17][CH2:18][CH3:19])=[O:16])[CH2:14][C:9]=3[S:8][C:4]=2[N:5]=[CH:6][N:7]=1. The catalyst class is: 66. (6) Reactant: [CH2:1]([O:13][C:14]([C:16]1[CH:17]=[C:18]2[C:23](=O)[O:22][C:20](=[O:21])[C:19]2=[CH:25][CH:26]=1)=[O:15])[CH2:2][CH2:3][CH2:4][CH2:5][CH2:6][CH2:7][CH2:8][CH2:9][CH2:10][CH2:11][CH3:12].Cl.[NH2:28][OH:29].N1C=CC=CC=1. Product: [CH2:1]([O:13][C:14]([C:16]1[CH:17]=[C:18]2[C:23](=[O:22])[N:28]([OH:29])[C:20](=[O:21])[C:19]2=[CH:25][CH:26]=1)=[O:15])[CH2:2][CH2:3][CH2:4][CH2:5][CH2:6][CH2:7][CH2:8][CH2:9][CH2:10][CH2:11][CH3:12]. The catalyst class is: 6. (7) Reactant: [F:1][C:2]([F:17])([F:16])[CH2:3][CH2:4][O:5][C:6]1[N:11]=[CH:10][C:9]([C:12]([O:14]C)=[O:13])=[CH:8][CH:7]=1.[OH-].[Na+]. Product: [F:17][C:2]([F:1])([F:16])[CH2:3][CH2:4][O:5][C:6]1[N:11]=[CH:10][C:9]([C:12]([OH:14])=[O:13])=[CH:8][CH:7]=1. The catalyst class is: 14.